From a dataset of Forward reaction prediction with 1.9M reactions from USPTO patents (1976-2016). Predict the product of the given reaction. (1) The product is: [OH:1][C:2]1[CH:3]=[CH:4][C:5]([C:8](=[C:22]2[CH2:23][C:24]([CH3:31])([CH3:30])[O:25][C:26]([CH3:29])([CH3:28])[CH2:27]2)[C:9]2[CH:14]=[CH:13][C:12](/[CH:15]=[CH:16]/[C:17]([OH:19])=[O:18])=[CH:11][CH:10]=2)=[CH:6][CH:7]=1. Given the reactants [OH:1][C:2]1[CH:7]=[CH:6][C:5]([C:8](=[C:22]2[CH2:27][C:26]([CH3:29])([CH3:28])[O:25][C:24]([CH3:31])([CH3:30])[CH2:23]2)[C:9]2[CH:14]=[CH:13][C:12](/[CH:15]=[CH:16]/[C:17]([O:19]CC)=[O:18])=[CH:11][CH:10]=2)=[CH:4][CH:3]=1.[OH-].[K+], predict the reaction product. (2) Given the reactants [CH2:1]([O:3][CH:4]([CH2:10][C:11]1[CH:16]=[CH:15][C:14]([OH:17])=[CH:13][CH:12]=1)[C:5]([O:7][CH2:8][CH3:9])=[O:6])[CH3:2].C(#N)C, predict the reaction product. The product is: [CH2:1]([O:3][C@@H:4]([CH2:10][C:11]1[CH:12]=[CH:13][C:14]([OH:17])=[CH:15][CH:16]=1)[C:5]([OH:7])=[O:6])[CH3:2].[CH2:1]([O:3][C@H:4]([CH2:10][C:11]1[CH:12]=[CH:13][C:14]([OH:17])=[CH:15][CH:16]=1)[C:5]([O:7][CH2:8][CH3:9])=[O:6])[CH3:2]. (3) Given the reactants Cl.[NH2:2][CH2:3][C:4]1[CH:9]=[CH:8][C:7]([C:10](=[N:12][O:13][CH2:14][C:15]2[CH:20]=[CH:19][C:18]([F:21])=[CH:17][CH:16]=2)[NH2:11])=[CH:6][CH:5]=1.Cl.Cl.[NH2:24][C:25]1[CH:26]=[C:27]([C:35]2[N:40]([CH2:41][C:42](O)=[O:43])[C:39](=[O:45])[C:38]([NH:46][CH:47]([CH3:49])[CH3:48])=[N:37][CH:36]=2)[CH:28]=[C:29]([C:31]([F:34])([F:33])[F:32])[CH:30]=1.C(N(C(C)C)CC)(C)C.CN(C)[CH:61]=[O:62], predict the reaction product. The product is: [F:32][C:31]([F:34])([F:33])[C:61]([OH:62])=[O:13].[F:32][C:31]([F:34])([F:33])[C:61]([OH:62])=[O:13].[NH2:11]/[C:10](=[N:12]\[O:13][CH2:14][C:15]1[CH:16]=[CH:17][C:18]([F:21])=[CH:19][CH:20]=1)/[C:7]1[CH:8]=[CH:9][C:4]([CH2:3][NH:2][C:42](=[O:43])[CH2:41][N:40]2[C:35]([C:27]3[CH:28]=[C:29]([C:31]([F:34])([F:32])[F:33])[CH:30]=[C:25]([NH2:24])[CH:26]=3)=[CH:36][N:37]=[C:38]([NH:46][CH:47]([CH3:48])[CH3:49])[C:39]2=[O:45])=[CH:5][CH:6]=1. (4) Given the reactants Cl.[CH3:2][O:3][C:4]([CH:6]1[C:11](=[O:12])[CH2:10][CH2:9][N:8]([CH2:13][C:14]2[CH:19]=[CH:18][CH:17]=[CH:16][CH:15]=2)[CH2:7]1)=[O:5].[H-].[Na+].[CH2:22](Br)[C:23]1[CH:28]=[CH:27][CH:26]=[CH:25][CH:24]=1.O, predict the reaction product. The product is: [CH3:2][O:3][C:4]([C:6]1([CH2:22][C:23]2[CH:28]=[CH:27][CH:26]=[CH:25][CH:24]=2)[C:11](=[O:12])[CH2:10][CH2:9][N:8]([CH2:13][C:14]2[CH:19]=[CH:18][CH:17]=[CH:16][CH:15]=2)[CH2:7]1)=[O:5].